Dataset: Reaction yield outcomes from USPTO patents with 853,638 reactions. Task: Predict the reaction yield, written as a fraction of the theoretical maximum amount of product (1.0 means a 100% yield; for example, 0.34 means a 34% yield). (1) The reactants are [N+:1]([O-:4])(O)=[O:2].[CH2:5]([O:7][C:8](=[O:17])[CH2:9][C:10]1[CH:15]=[CH:14][C:13]([Br:16])=[CH:12][CH:11]=1)[CH3:6]. The catalyst is C(Cl)(Cl)Cl. The product is [Br:16][C:13]1[CH:12]=[CH:11][C:10]([CH2:9][C:8]([O:7][CH2:5][CH3:6])=[O:17])=[CH:15][C:14]=1[N+:1]([O-:4])=[O:2]. The yield is 0.640. (2) The yield is 0.704. The product is [F:8][C:9]1[CH:10]=[C:11]([NH:20][C:21]([C@H:23]2[C:32]3[C:27](=[CH:28][C:29]([O:33][CH3:34])=[CH:30][CH:31]=3)[CH2:26][CH2:25][NH:24]2)=[O:22])[CH:12]=[C:13]([F:19])[C:14]=1[Si:15]([CH3:17])([CH3:16])[CH3:18]. The reactants are C(O)(C(F)(F)F)=O.[F:8][C:9]1[CH:10]=[C:11]([NH:20][C:21]([C@H:23]2[C:32]3[C:27](=[CH:28][C:29]([O:33][CH3:34])=[CH:30][CH:31]=3)[CH2:26][CH2:25][N:24]2C(OC(C)(C)C)=O)=[O:22])[CH:12]=[C:13]([F:19])[C:14]=1[Si:15]([CH3:18])([CH3:17])[CH3:16].C(=O)([O-])O.[Na+].C(=O)([O-])[O-].[K+].[K+]. No catalyst specified. (3) The reactants are CO.C[O:4][C:5]([C:7]1[C:11]2[CH:12]=[CH:13][CH:14]=[CH:15][C:10]=2[O:9][CH:8]=1)=[O:6].[OH-].[Li+].Cl. The catalyst is O. The product is [O:9]1[C:10]2[CH:15]=[CH:14][CH:13]=[CH:12][C:11]=2[C:7]([C:5]([OH:6])=[O:4])=[CH:8]1. The yield is 0.910. (4) The reactants are [CH2:1]1[C:10]2[C:5](=[CH:6][CH:7]=[C:8]([C:11]([O:13]C)=[O:12])[CH:9]=2)[CH2:4][CH2:3][N:2]1[C:15]([O:17][C:18]([CH3:21])([CH3:20])[CH3:19])=[O:16].[Li+].[OH-].O. The catalyst is C1COCC1.CO.CC(OC)(C)C. The product is [C:18]([O:17][C:15]([N:2]1[CH2:3][CH2:4][C:5]2[C:10](=[CH:9][C:8]([C:11]([OH:13])=[O:12])=[CH:7][CH:6]=2)[CH2:1]1)=[O:16])([CH3:21])([CH3:19])[CH3:20]. The yield is 0.583. (5) The reactants are C(OC([NH:8][C@H:9]([C:11]([NH:13][CH:14]1[N:20]=[C:19]([C:21]2[CH:26]=[CH:25][CH:24]=[CH:23][CH:22]=2)[C:18]2[CH:27]=[CH:28][CH:29]=[CH:30][C:17]=2[N:16]([CH2:31][C:32](=[O:39])[C:33]2[CH:38]=[CH:37][CH:36]=[CH:35][CH:34]=2)[C:15]1=[O:40])=[O:12])[CH3:10])=O)(C)(C)C.C(O)(C(F)(F)F)=O.C(Cl)Cl. No catalyst specified. The product is [NH2:8][C@H:9]([C:11]([NH:13][CH:14]1[N:20]=[C:19]([C:21]2[CH:26]=[CH:25][CH:24]=[CH:23][CH:22]=2)[C:18]2[CH:27]=[CH:28][CH:29]=[CH:30][C:17]=2[N:16]([CH2:31][C:32](=[O:39])[C:33]2[CH:38]=[CH:37][CH:36]=[CH:35][CH:34]=2)[C:15]1=[O:40])=[O:12])[CH3:10]. The yield is 0.940. (6) The reactants are [CH3:1][O:2][C:3]([C:5]1[CH:6]=[C:7](B(O)O)[CH:8]=[CH:9][CH:10]=1)=[O:4].Br[C:15]1[CH:16]=[N:17][CH:18]=[CH:19][CH:20]=1.C([O-])([O-])=O.[K+].[K+].O1CCOCC1. The catalyst is C1C=CC(P(C2C=CC=CC=2)[C-]2C=CC=C2)=CC=1.C1C=CC(P(C2C=CC=CC=2)[C-]2C=CC=C2)=CC=1.Cl[Pd]Cl.[Fe+2].O. The product is [N:17]1[CH:18]=[CH:19][CH:20]=[C:15]([C:7]2[CH:6]=[C:5]([CH:10]=[CH:9][CH:8]=2)[C:3]([O:2][CH3:1])=[O:4])[CH:16]=1. The yield is 0.900.